From a dataset of Full USPTO retrosynthesis dataset with 1.9M reactions from patents (1976-2016). Predict the reactants needed to synthesize the given product. (1) Given the product [F:13][C:2]([F:1])([F:12])[C:3]1[C:8]2[C:9]([CH:14]=[O:15])=[CH:10][S:11][C:7]=2[CH:6]=[CH:5][CH:4]=1, predict the reactants needed to synthesize it. The reactants are: [F:1][C:2]([F:13])([F:12])[C:3]1[C:8]2[CH:9]=[CH:10][S:11][C:7]=2[CH:6]=[CH:5][CH:4]=1.[CH3:14][O:15]C(Cl)Cl.C([O-])(O)=O.[Na+]. (2) Given the product [CH2:1]([O:8][CH:9]1[CH2:10][CH:11]([N:13]2[C:21](=[O:22])[C:20]3[N:19]([CH2:23][C:24]4[CH:25]=[CH:26][C:27]([Cl:30])=[CH:28][CH:29]=4)[C:18]([Cl:40])=[N:17][C:16]=3[N:15]([CH3:31])[C:14]2=[O:32])[CH2:12]1)[C:2]1[CH:7]=[CH:6][CH:5]=[CH:4][CH:3]=1, predict the reactants needed to synthesize it. The reactants are: [CH2:1]([O:8][CH:9]1[CH2:12][CH:11]([N:13]2[C:21](=[O:22])[C:20]3[N:19]([CH2:23][C:24]4[CH:29]=[CH:28][C:27]([Cl:30])=[CH:26][CH:25]=4)[CH:18]=[N:17][C:16]=3[N:15]([CH3:31])[C:14]2=[O:32])[CH2:10]1)[C:2]1[CH:7]=[CH:6][CH:5]=[CH:4][CH:3]=1.C1C(=O)N([Cl:40])C(=O)C1. (3) Given the product [CH:20]1([CH2:19][N:11]([C@@H:9]2[CH2:10][C@H:8]2[C:5]2[CH:6]=[CH:7][C:2]([NH:1][C:29]([C:27]3[CH:26]=[N:25][N:24]([CH3:23])[CH:28]=3)=[O:30])=[CH:3][CH:4]=2)[C:12](=[O:18])[O:13][C:14]([CH3:17])([CH3:16])[CH3:15])[CH2:22][CH2:21]1, predict the reactants needed to synthesize it. The reactants are: [NH2:1][C:2]1[CH:7]=[CH:6][C:5]([C@@H:8]2[CH2:10][C@H:9]2[N:11]([CH2:19][CH:20]2[CH2:22][CH2:21]2)[C:12](=[O:18])[O:13][C:14]([CH3:17])([CH3:16])[CH3:15])=[CH:4][CH:3]=1.[CH3:23][N:24]1[CH:28]=[C:27]([C:29](O)=[O:30])[CH:26]=[N:25]1.Cl.C(N=C=NCCCN(C)C)C.O. (4) The reactants are: [Cl:1][C:2]1[C:7]([C:8]#[N:9])=[CH:6][N:5]=[C:4]2[CH:10]=[C:11](I)[S:12][C:3]=12.[CH:14]([C:16]1[CH:21]=[CH:20][C:19](B(O)O)=[CH:18][CH:17]=1)=[O:15]. Given the product [Cl:1][C:2]1[C:7]([C:8]#[N:9])=[CH:6][N:5]=[C:4]2[CH:10]=[C:11]([C:19]3[CH:20]=[CH:21][C:16]([CH:14]=[O:15])=[CH:17][CH:18]=3)[S:12][C:3]=12, predict the reactants needed to synthesize it. (5) The reactants are: [CH2:1]([O:8][C:9]1[C:10]([CH2:16][N:17]([CH2:25][C:26]2[CH:31]=[C:30]([C:32]([F:35])([F:34])[F:33])[CH:29]=[C:28]([C:36]([F:39])([F:38])[F:37])[CH:27]=2)[C:18]2[N:23]=[CH:22][C:21](Br)=[CH:20][N:19]=2)=[N:11][C:12]([CH3:15])=[CH:13][CH:14]=1)[C:2]1[CH:7]=[CH:6][CH:5]=[CH:4][CH:3]=1.CC(C)([O-])C.[Na+].C(P(C(C)(C)C)C1C=CC=CC=1C1C=CC=CC=1)(C)(C)C.[NH:67]1[CH2:72][CH2:71][CH:70]([C:73]([O:75][CH2:76][CH3:77])=[O:74])[CH2:69][CH2:68]1.C(=O)(O)[O-].[Na+]. Given the product [CH2:1]([O:8][C:9]1[C:10]([CH2:16][N:17]([CH2:25][C:26]2[CH:31]=[C:30]([C:32]([F:35])([F:34])[F:33])[CH:29]=[C:28]([C:36]([F:39])([F:38])[F:37])[CH:27]=2)[C:18]2[N:23]=[CH:22][C:21]([N:67]3[CH2:72][CH2:71][CH:70]([C:73]([O:75][CH2:76][CH3:77])=[O:74])[CH2:69][CH2:68]3)=[CH:20][N:19]=2)=[N:11][C:12]([CH3:15])=[CH:13][CH:14]=1)[C:2]1[CH:7]=[CH:6][CH:5]=[CH:4][CH:3]=1, predict the reactants needed to synthesize it. (6) Given the product [Br:6][C:7]1[N:8]=[C:9]([C:21]([CH3:24])([CH3:23])[CH3:22])[N:10]([CH2:13][O:14][CH2:15][CH2:16][Si:17]([CH3:20])([CH3:19])[CH3:18])[C:11]=1[C:28]1[CH:29]=[CH:30][N:31]=[C:26]([Cl:25])[N:27]=1, predict the reactants needed to synthesize it. The reactants are: [Li]CCCC.[Br:6][C:7]1[N:8]=[C:9]([C:21]([CH3:24])([CH3:23])[CH3:22])[N:10]([CH2:13][O:14][CH2:15][CH2:16][Si:17]([CH3:20])([CH3:19])[CH3:18])[C:11]=1Br.[Cl:25][C:26]1[N:31]=[CH:30][CH:29]=[CH:28][N:27]=1. (7) The reactants are: Br[C:2]1[CH:3]=[N:4][C:5]2[N:6]([CH:8]=[C:9]([CH2:11][O:12][C:13]3[CH:18]=[CH:17][C:16]([F:19])=[CH:15][N:14]=3)[N:10]=2)[CH:7]=1.[F:20][C:21]1[CH:26]=[CH:25][C:24](B(O)O)=[C:23]([C:30]([F:33])([F:32])[F:31])[CH:22]=1. Given the product [F:19][C:16]1[CH:17]=[CH:18][C:13]([O:12][CH2:11][C:9]2[N:10]=[C:5]3[N:4]=[CH:3][C:2]([C:24]4[CH:25]=[CH:26][C:21]([F:20])=[CH:22][C:23]=4[C:30]([F:31])([F:33])[F:32])=[CH:7][N:6]3[CH:8]=2)=[N:14][CH:15]=1, predict the reactants needed to synthesize it. (8) Given the product [F:3][C:4]1[CH:5]=[CH:6][C:7](/[C:10](=[N:16]\[O:17][CH2:19][C:20]2[CH:21]=[CH:22][C:23]([O:24][CH2:25][C:26]3[N:27]=[C:28]([C:32]4[CH:37]=[CH:36][CH:35]=[CH:34][CH:33]=4)[O:29][C:30]=3[CH3:31])=[CH:38][CH:39]=2)/[C:11]([OH:13])=[O:12])=[CH:8][CH:9]=1, predict the reactants needed to synthesize it. The reactants are: [H-].[Na+].[F:3][C:4]1[CH:9]=[CH:8][C:7](/[C:10](=[N:16]\[OH:17])/[C:11]([O:13]CC)=[O:12])=[CH:6][CH:5]=1.Cl[CH2:19][C:20]1[CH:39]=[CH:38][C:23]([O:24][CH2:25][C:26]2[N:27]=[C:28]([C:32]3[CH:37]=[CH:36][CH:35]=[CH:34][CH:33]=3)[O:29][C:30]=2[CH3:31])=[CH:22][CH:21]=1.Cl.C(=O)(O)[O-].[Na+]. (9) Given the product [F:20][C:10]1[CH:11]=[C:12]([CH:16]=[C:17]([O:18][CH3:19])[C:9]=1[OH:8])[C:13]([OH:15])=[O:14], predict the reactants needed to synthesize it. The reactants are: C([O:8][C:9]1[C:17]([O:18][CH3:19])=[CH:16][C:12]([C:13]([OH:15])=[O:14])=[CH:11][C:10]=1[F:20])C1C=CC=CC=1.CO.[H][H].